This data is from Forward reaction prediction with 1.9M reactions from USPTO patents (1976-2016). The task is: Predict the product of the given reaction. (1) Given the reactants [C:1]([O:5][C:6]([NH:8][N:9]=[C:10]([CH2:15][CH3:16])[C:11]([CH3:14])([CH3:13])[CH3:12])=[O:7])([CH3:4])([CH3:3])[CH3:2].II, predict the reaction product. The product is: [C:1]([O:5][C:6]([NH:8][NH:9][CH:10]([CH2:15][CH3:16])[C:11]([CH3:14])([CH3:13])[CH3:12])=[O:7])([CH3:4])([CH3:3])[CH3:2]. (2) Given the reactants [OH:1][C:2]1[CH:10]=[C:9]([N+:11]([O-])=O)[CH:8]=[CH:7][C:3]=1[C:4](Cl)=[O:5].[F:14][C:15]1[CH:21]=[CH:20][CH:19]=[CH:18][C:16]=1[NH2:17].N1C=CC=CC=1, predict the reaction product. The product is: [NH2:11][C:9]1[CH:8]=[CH:7][C:3]([C:4]([NH:17][C:16]2[CH:18]=[CH:19][CH:20]=[CH:21][C:15]=2[F:14])=[O:5])=[C:2]([OH:1])[CH:10]=1. (3) Given the reactants [Cl:1][C:2]1[CH:7]=[CH:6][C:5]([CH:8]([C:24]2[CH:29]=[CH:28][C:27]([Cl:30])=[CH:26][CH:25]=2)[N:9]2[CH2:12][CH:11]([NH:13][S:14]([C:17]3[CH:22]=[CH:21][C:20]([F:23])=[CH:19][CH:18]=3)(=[O:16])=[O:15])[CH2:10]2)=[CH:4][CH:3]=1.[H-].[Na+].IC.[C:35](OCC)(=O)C, predict the reaction product. The product is: [Cl:1][C:2]1[CH:3]=[CH:4][C:5]([CH:8]([C:24]2[CH:29]=[CH:28][C:27]([Cl:30])=[CH:26][CH:25]=2)[N:9]2[CH2:10][CH:11]([N:13]([CH3:35])[S:14]([C:17]3[CH:22]=[CH:21][C:20]([F:23])=[CH:19][CH:18]=3)(=[O:15])=[O:16])[CH2:12]2)=[CH:6][CH:7]=1. (4) The product is: [Cl:5][C:6]1[CH:7]=[CH:8][C:9]([CH2:12][CH2:13][C:14]([O:16][CH3:17])=[O:15])=[CH:10][CH:11]=1. Given the reactants O=S(Cl)Cl.[Cl:5][C:6]1[CH:11]=[CH:10][C:9]([CH2:12][CH2:13][C:14]([OH:16])=[O:15])=[CH:8][CH:7]=1.[CH3:17]O, predict the reaction product. (5) Given the reactants [Br:1][C:2]1[CH:7]=[CH:6][C:5]([NH:8][C:9]2[C:14]([C:15](O)=[O:16])=[CH:13][N:12]3[CH:18]=[CH:19][N:20]=[C:11]3[C:10]=2[Cl:21])=[C:4]([F:22])[CH:3]=1.COC(C1C(NC2C=CC(Br)=CC=2F)=C(Cl)C2N(C=CN=2)C=1)=O.[NH2:46][NH2:47], predict the reaction product. The product is: [Br:1][C:2]1[CH:7]=[CH:6][C:5]([NH:8][C:9]2[C:14]([C:15]([NH:46][NH2:47])=[O:16])=[CH:13][N:12]3[CH:18]=[CH:19][N:20]=[C:11]3[C:10]=2[Cl:21])=[C:4]([F:22])[CH:3]=1. (6) Given the reactants Br[C:2]1[CH:3]=[CH:4][C:5]([CH3:16])=[C:6]([NH:8][C:9](=[O:15])[CH2:10][C:11]([CH3:14])([CH3:13])[CH3:12])[CH:7]=1.[F:17][C:18]1[CH:25]=[CH:24][C:21]([CH2:22][NH2:23])=[CH:20][CH:19]=1, predict the reaction product. The product is: [F:17][C:18]1[CH:25]=[CH:24][C:21]([CH2:22][NH:23][C:2]2[CH:3]=[CH:4][C:5]([CH3:16])=[C:6]([NH:8][C:9](=[O:15])[CH2:10][C:11]([CH3:14])([CH3:13])[CH3:12])[CH:7]=2)=[CH:20][CH:19]=1. (7) Given the reactants [OH:1][C:2]1[C:7](C(C)(C)C)=[CH:6][C:5]([CH3:12])=[CH:4][C:3]=1[N:13]1[N:17]=[C:16]2[CH:18]=[CH:19][C:20](S(O)(=O)=O)=[CH:21][C:15]2=[N:14]1.[Na], predict the reaction product. The product is: [OH:1][C:2]1[CH:7]=[CH:6][C:5]([CH3:12])=[CH:4][C:3]=1[N:13]1[N:17]=[C:16]2[CH:18]=[CH:19][CH:20]=[CH:21][C:15]2=[N:14]1. (8) Given the reactants [NH3:1].C1COCC1.[NH:7]1[CH:11]=[C:10]([S:12](Cl)(=[O:14])=[O:13])[CH:9]=[N:8]1, predict the reaction product. The product is: [NH:7]1[CH:11]=[C:10]([S:12]([NH2:1])(=[O:14])=[O:13])[CH:9]=[N:8]1.